This data is from Forward reaction prediction with 1.9M reactions from USPTO patents (1976-2016). The task is: Predict the product of the given reaction. (1) The product is: [CH3:25][O:26][C:2]1[C:7]([C:8]2[CH:17]=[C:16]3[C:11]([CH:12]=[C:13]([NH2:18])[N:14]=[CH:15]3)=[CH:10][CH:9]=2)=[C:6]([CH3:19])[CH:5]=[CH:4][N:3]=1. Given the reactants F[C:2]1[C:7]([C:8]2[CH:17]=[C:16]3[C:11]([CH:12]=[C:13]([NH2:18])[N:14]=[CH:15]3)=[CH:10][CH:9]=2)=[C:6]([CH3:19])[CH:5]=[CH:4][N:3]=1.CO.C[O-].[Na+].[C:25](=O)(O)[O-:26].[Na+], predict the reaction product. (2) Given the reactants [CH3:1][O:2][C:3]([C:5]1[CH:6]=[C:7]([CH:11]=[CH:12][CH:13]=1)[C:8]([OH:10])=O)=[O:4].C(OC(Cl)=O)C.[NH2:20][CH2:21][C:22]1[C:27]([CH2:28][CH3:29])=[N:26][C:25]2[N:30]([CH2:33][CH3:34])[N:31]=[CH:32][C:24]=2[C:23]=1[NH:35][CH:36]1[CH2:41][CH2:40][O:39][CH2:38][CH2:37]1, predict the reaction product. The product is: [CH2:33]([N:30]1[C:25]2=[N:26][C:27]([CH2:28][CH3:29])=[C:22]([CH2:21][NH:20][C:8]([C:7]3[CH:6]=[C:5]([CH:13]=[CH:12][CH:11]=3)[C:3]([O:2][CH3:1])=[O:4])=[O:10])[C:23]([NH:35][CH:36]3[CH2:37][CH2:38][O:39][CH2:40][CH2:41]3)=[C:24]2[CH:32]=[N:31]1)[CH3:34].